This data is from Full USPTO retrosynthesis dataset with 1.9M reactions from patents (1976-2016). The task is: Predict the reactants needed to synthesize the given product. Given the product [CH3:7][O:6][C:5]([CH:16]1[C:17](=[O:19])[CH2:18][CH:11]2[N:10]([CH3:9])[CH:15]1[CH2:14][O:13][CH2:12]2)=[O:8], predict the reactants needed to synthesize it. The reactants are: [H-].[Na+].CO[C:5](=[O:8])[O:6][CH3:7].[CH3:9][N:10]1[CH:15]2[CH2:16][C:17](=[O:19])[CH2:18][CH:11]1[CH2:12][O:13][CH2:14]2.O.